From a dataset of Catalyst prediction with 721,799 reactions and 888 catalyst types from USPTO. Predict which catalyst facilitates the given reaction. (1) Reactant: [CH3:1][C@H:2]1[CH2:7][CH2:6][C@H:5]([C:8]([N:10]([CH:25]2[CH2:30][CH2:29][N:28]([C:31](=[O:45])[CH2:32][CH2:33][CH2:34][CH2:35][CH2:36][NH:37][C:38]([O:40][C:41]([CH3:44])([CH3:43])[CH3:42])=[O:39])[CH2:27][CH2:26]2)[C:11]2[CH:15]=[C:14]([C:16]#[C:17][CH:18]([CH3:20])[CH3:19])[S:13][C:12]=2[C:21]([O:23]C)=[O:22])=[O:9])[CH2:4][CH2:3]1.[OH-].[Li+].CO. Product: [CH3:1][C@H:2]1[CH2:3][CH2:4][C@H:5]([C:8]([N:10]([CH:25]2[CH2:26][CH2:27][N:28]([C:31](=[O:45])[CH2:32][CH2:33][CH2:34][CH2:35][CH2:36][NH:37][C:38]([O:40][C:41]([CH3:42])([CH3:43])[CH3:44])=[O:39])[CH2:29][CH2:30]2)[C:11]2[CH:15]=[C:14]([C:16]#[C:17][CH:18]([CH3:19])[CH3:20])[S:13][C:12]=2[C:21]([OH:23])=[O:22])=[O:9])[CH2:6][CH2:7]1. The catalyst class is: 6. (2) The catalyst class is: 3. Product: [Cl:32][C:33]1[CH:34]=[C:35]([CH:45]=[CH:46][C:47]=1[CH2:48][CH3:49])[S:36][C:37]1[CH:38]=[CH:39][C:40]([CH2:41][NH:42][C:4](=[O:6])[C:3]2[CH:7]=[CH:8][CH:9]=[N:10][C:2]=2[NH2:1])=[CH:43][CH:44]=1. Reactant: [NH2:1][C:2]1[N:10]=[CH:9][CH:8]=[CH:7][C:3]=1[C:4]([OH:6])=O.ON1C2C=CC=CC=2N=N1.CCN=C=NCCCN(C)C.[Cl:32][C:33]1[CH:34]=[C:35]([CH:45]=[CH:46][C:47]=1[CH2:48][CH3:49])[S:36][C:37]1[CH:44]=[CH:43][C:40]([CH2:41][NH2:42])=[CH:39][CH:38]=1.C(=O)(O)[O-].[Na+].